This data is from Forward reaction prediction with 1.9M reactions from USPTO patents (1976-2016). The task is: Predict the product of the given reaction. (1) The product is: [CH2:13]([O:16][C:4]1[CH:9]=[CH:8][C:7]([N+:10]([O-:12])=[O:11])=[CH:6][CH:5]=1)[CH2:14][CH3:15]. Given the reactants [F-].[Cs+].F[C:4]1[CH:9]=[CH:8][C:7]([N+:10]([O-:12])=[O:11])=[CH:6][CH:5]=1.[CH2:13]([O:16][Si](C)(C)C)[CH2:14][CH3:15].O, predict the reaction product. (2) Given the reactants C(OC([N:8]1[CH2:12][CH2:11][CH2:10][CH:9]1[C:13](=[O:36])[NH:14][C:15]1[CH:20]=[CH:19][C:18]([C:21]2[CH:26]=[CH:25][CH:24]=[CH:23][C:22]=2[S:27](=[O:34])(=[O:33])[NH:28][C:29]([CH3:32])([CH3:31])[CH3:30])=[CH:17][C:16]=1[F:35])=O)(C)(C)C.FC(F)(F)C(O)=O, predict the reaction product. The product is: [C:29]([NH:28][S:27]([C:22]1[CH:23]=[CH:24][CH:25]=[CH:26][C:21]=1[C:18]1[CH:19]=[CH:20][C:15]([NH:14][C:13]([CH:9]2[CH2:10][CH2:11][CH2:12][NH:8]2)=[O:36])=[C:16]([F:35])[CH:17]=1)(=[O:34])=[O:33])([CH3:32])([CH3:30])[CH3:31]. (3) Given the reactants Cl[CH:2]([CH:12]1[CH2:17][CH2:16][CH2:15][CH2:14][CH2:13]1)[C:3]1[C:7]2[CH:8]=[CH:9][CH:10]=[CH:11][C:6]=2[S:5][CH:4]=1.[NH2:18][C:19]1[CH:28]=[CH:27][C:22]([C:23]([O:25]C)=[O:24])=[CH:21][CH:20]=1.[I-].[Na+].C(=O)([O-])[O-].[Na+].[Na+].Cl.[OH-].[Na+], predict the reaction product. The product is: [S:5]1[C:6]2[CH:11]=[CH:10][CH:9]=[CH:8][C:7]=2[C:3]([CH:2]([NH:18][C:19]2[CH:28]=[CH:27][C:22]([C:23]([OH:25])=[O:24])=[CH:21][CH:20]=2)[CH:12]2[CH2:17][CH2:16][CH2:15][CH2:14][CH2:13]2)=[CH:4]1.